This data is from Forward reaction prediction with 1.9M reactions from USPTO patents (1976-2016). The task is: Predict the product of the given reaction. The product is: [N:16]1[C:25]2[C:20](=[CH:21][CH:22]=[CH:23][CH:24]=2)[C:19]([CH2:26][NH:6][C@@H:5]([CH3:7])[C:4]([O:3][CH2:1][CH3:2])=[O:8])=[CH:18][CH:17]=1. Given the reactants [CH2:1]([O:3][C:4](=[O:8])[C@H:5]([CH3:7])[NH2:6])[CH3:2].C(N(CC)CC)C.[N:16]1[C:25]2[C:20](=[CH:21][CH:22]=[CH:23][CH:24]=2)[C:19]([CH:26]=O)=[CH:18][CH:17]=1, predict the reaction product.